This data is from Reaction yield outcomes from USPTO patents with 853,638 reactions. The task is: Predict the reaction yield, written as a fraction of the theoretical maximum amount of product (1.0 means a 100% yield; for example, 0.34 means a 34% yield). (1) The yield is 0.790. The reactants are N[C:2]1[CH:3]=[C:4]([C:8]([OH:17])([C:13]([F:16])([F:15])[F:14])[C:9]([F:12])([F:11])[F:10])[CH:5]=[CH:6][CH:7]=1.N([O-])=O.[Na+].[BrH:22]. The catalyst is O. The product is [Br:22][C:2]1[CH:3]=[C:4]([C:8]([OH:17])([C:13]([F:16])([F:15])[F:14])[C:9]([F:12])([F:11])[F:10])[CH:5]=[CH:6][CH:7]=1. (2) The reactants are [CH:1]1[N:2]=[CH:3][N:4]2[CH:9]=[CH:8][CH:7]=[CH:6][C:5]=12.[Li]CCCC.[F:15][C:16]([F:27])([F:26])[C:17]1[CH:25]=[CH:24][CH:23]=[CH:22][C:18]=1[C:19](Cl)=[O:20]. The catalyst is C1COCC1. The product is [CH:1]1[N:2]=[C:3]([C:19]([C:18]2[CH:22]=[CH:23][CH:24]=[CH:25][C:17]=2[C:16]([F:15])([F:26])[F:27])=[O:20])[N:4]2[CH:9]=[CH:8][CH:7]=[CH:6][C:5]=12. The yield is 0.380. (3) The reactants are [Cl:1][C:2]1[CH:7]=[C:6]([Cl:8])[CH:5]=[CH:4][C:3]=1[S:9][C:10]1[NH:11][C:12]2[CH:17]=[CH:16][N:15]=[C:14]([NH2:18])[C:13]=2[N:19]=1.C([O-])([O-])=O.[Cs+].[Cs+].[Br:26][CH2:27][CH2:28][CH2:29]Br. The catalyst is CN(C=O)C. The product is [Br:26][CH2:27][CH2:28][CH2:29][N:11]1[C:12]2[CH:17]=[CH:16][N:15]=[C:14]([NH2:18])[C:13]=2[N:19]=[C:10]1[S:9][C:3]1[CH:4]=[CH:5][C:6]([Cl:8])=[CH:7][C:2]=1[Cl:1]. The yield is 0.420. (4) The reactants are I[C:2]1[CH:3]=[CH:4][C:5]2[N:6]([CH:8]=[C:9]([NH:11][C:12]([CH:14]3[CH2:16][CH2:15]3)=[O:13])[N:10]=2)[N:7]=1.[NH2:17][C:18]1[CH:19]=[C:20]([OH:25])[CH:21]=[CH:22][C:23]=1[F:24].C(=O)([O-])[O-].[K+].[K+].CN(C)C=O. The catalyst is [Cl-].[Na+].O.O1CCCC1.C(OCC)(=O)C. The product is [NH2:17][C:18]1[CH:19]=[C:20]([CH:21]=[CH:22][C:23]=1[F:24])[O:25][C:2]1[CH:3]=[CH:4][C:5]2[N:6]([CH:8]=[C:9]([NH:11][C:12]([CH:14]3[CH2:16][CH2:15]3)=[O:13])[N:10]=2)[N:7]=1. The yield is 0.730. (5) The reactants are [S:1]1(=[O:12])[C:7]2[CH:8]=[CH:9][CH:10]=[CH:11][C:6]=2[CH2:5][CH2:4][CH2:3][CH2:2]1.ClC1C=C(C=CC=1)C(OO)=[O:18].[O-]S([O-])=O.[Na+].[Na+].C([O-])(O)=O.[Na+]. The catalyst is C(Cl)Cl. The product is [S:1]1(=[O:18])(=[O:12])[C:7]2[CH:8]=[CH:9][CH:10]=[CH:11][C:6]=2[CH2:5][CH2:4][CH2:3][CH2:2]1. The yield is 0.975. (6) The reactants are [CH3:1][CH:2]([CH3:30])[C:3]([C:18]1[CH:27]=[CH:26][C:25]2[C:20](=[CH:21][CH:22]=[C:23]([S:28][CH3:29])[CH:24]=2)[N:19]=1)([C:5]1[N:9](COCC[Si](C)(C)C)[N:8]=[N:7][CH:6]=1)[OH:4].[F-].[Cs+].CCCC[N+](CCCC)(CCCC)CCCC.[F-]. The catalyst is C1COCC1. The product is [CH3:1][CH:2]([CH3:30])[C:3]([C:18]1[CH:27]=[CH:26][C:25]2[C:20](=[CH:21][CH:22]=[C:23]([S:28][CH3:29])[CH:24]=2)[N:19]=1)([C:5]1[N:9]=[N:8][NH:7][CH:6]=1)[OH:4]. The yield is 0.0990. (7) The catalyst is Cl.O1CCOCC1. The yield is 0.640. The product is [NH2:1][C:2]1[N:7]=[C:6]([C:8]([C:10]2[C:15]([NH:16][S:17]([C:20]3[CH:21]=[CH:22][C:23]([C:26]([CH3:28])([CH3:27])[CH3:29])=[CH:24][CH:25]=3)(=[O:18])=[O:19])=[CH:14][C:13]([Cl:33])=[CH:12][N:11]=2)=[O:9])[CH:5]=[CH:4][CH:3]=1. The reactants are [NH2:1][C:2]1[N:7]=[C:6]([C:8]([C:10]2[C:15]([N:16](COC)[S:17]([C:20]3[CH:25]=[CH:24][C:23]([C:26]([CH3:29])([CH3:28])[CH3:27])=[CH:22][CH:21]=3)(=[O:19])=[O:18])=[CH:14][C:13]([Cl:33])=[CH:12][N:11]=2)=[O:9])[CH:5]=[CH:4][CH:3]=1.O.